Dataset: Forward reaction prediction with 1.9M reactions from USPTO patents (1976-2016). Task: Predict the product of the given reaction. (1) Given the reactants [C:1](O)([C:3]([F:6])([F:5])[F:4])=[O:2].[O:8]=[C:9]1[C:29]2[C:24](=[CH:25][CH:26]=[CH:27][CH:28]=2)[C:11]2([CH2:16][CH2:15][N:14](C(OC(C)(C)C)=O)[CH2:13][CH2:12]2)[CH2:10]1.C(N(CC)CC)C.FC(F)(F)C(OC(=O)C(F)(F)F)=O, predict the reaction product. The product is: [F:4][C:3]([F:6])([F:5])[C:1]([N:14]1[CH2:15][CH2:16][C:11]2([C:24]3[C:29](=[CH:28][CH:27]=[CH:26][CH:25]=3)[C:9](=[O:8])[CH2:10]2)[CH2:12][CH2:13]1)=[O:2]. (2) Given the reactants Cl[C:2]1[N:11]=[C:10]([NH:12][CH2:13][CH2:14][CH:15]([C:22]2[CH:27]=[CH:26][CH:25]=[CH:24][CH:23]=2)[C:16]2[CH:21]=[CH:20][CH:19]=[CH:18][CH:17]=2)[C:9]2[C:4](=[CH:5][CH:6]=[CH:7][CH:8]=2)[N:3]=1.[N:28]1[CH:33]=[C:32](B(O)O)[CH:31]=[N:30][CH:29]=1.C(NC1C2C(=CC=CC=2)N=C(C2SC3C=CC=CC=3C=2)N=1)(C1C=CC=CC=1)C1C=CC=CC=1, predict the reaction product. The product is: [C:16]1([CH:15]([C:22]2[CH:27]=[CH:26][CH:25]=[CH:24][CH:23]=2)[CH2:14][CH2:13][NH:12][C:10]2[C:9]3[C:4](=[CH:5][CH:6]=[CH:7][CH:8]=3)[N:3]=[C:2]([C:32]3[CH:33]=[N:28][CH:29]=[N:30][CH:31]=3)[N:11]=2)[CH:21]=[CH:20][CH:19]=[CH:18][CH:17]=1. (3) Given the reactants [F:1][C:2]1[CH:7]=[C:6]([F:8])[CH:5]=[CH:4][C:3]=1[C:9]([OH:32])([CH2:26][N:27]1[CH:31]=[N:30][N:29]=[N:28]1)[C:10]([F:25])([F:24])[C:11]1[CH:16]=[CH:15][C:14](/[CH:17]=[CH:18]/[CH2:19][O:20][CH:21]([CH3:23])[CH3:22])=[CH:13][N:12]=1, predict the reaction product. The product is: [F:1][C:2]1[CH:7]=[C:6]([F:8])[CH:5]=[CH:4][C:3]=1[C:9]([OH:32])([CH2:26][N:27]1[CH:31]=[N:30][N:29]=[N:28]1)[C:10]([F:25])([F:24])[C:11]1[CH:16]=[CH:15][C:14]([CH2:17][CH2:18][CH2:19][O:20][CH:21]([CH3:23])[CH3:22])=[CH:13][N:12]=1. (4) Given the reactants [C:1]([C:4]1[CH:5]=[N:6][CH:7]=[CH:8][C:9]=1[CH2:10][CH:11]1[CH2:20][CH2:19][C:18]2[C:13](=[CH:14][CH:15]=[C:16]([O:21][CH3:22])[CH:17]=2)[C:12]1=[O:23])(=[O:3])[CH3:2].[F:24][C:25]1[CH:26]=[C:27]([CH:30]=[CH:31][CH:32]=1)[CH2:28][Br:29], predict the reaction product. The product is: [Br-:29].[C:1]([C:4]1[CH:5]=[N+:6]([CH2:28][C:27]2[CH:30]=[CH:31][CH:32]=[C:25]([F:24])[CH:26]=2)[CH:7]=[CH:8][C:9]=1[CH2:10][CH:11]1[CH2:20][CH2:19][C:18]2[C:13](=[CH:14][CH:15]=[C:16]([O:21][CH3:22])[CH:17]=2)[C:12]1=[O:23])(=[O:3])[CH3:2].